Dataset: Full USPTO retrosynthesis dataset with 1.9M reactions from patents (1976-2016). Task: Predict the reactants needed to synthesize the given product. (1) Given the product [F:1][C:2]1[CH:7]=[C:6]([F:8])[CH:5]=[CH:4][C:3]=1/[CH:9]=[CH:10]/[C:11]1[CH:16]=[CH:15][C:14]([S:17]([C:32]2[C:37]([CH:38]([OH:40])[CH3:39])=[CH:36][CH:35]=[CH:34][N:33]=2)(=[O:19])=[O:18])=[CH:13][CH:12]=1, predict the reactants needed to synthesize it. The reactants are: [F:1][C:2]1[CH:7]=[C:6]([F:8])[CH:5]=[CH:4][C:3]=1/[CH:9]=[CH:10]/[C:11]1[CH:16]=[CH:15][C:14]([S:17]([O-:19])=[O:18])=[CH:13][CH:12]=1.[Na+].FC1C=C(F)C=CC=1C=C.Cl[C:32]1[C:37]([C:38](=[O:40])[CH3:39])=[CH:36][CH:35]=[CH:34][N:33]=1.[BH4-].[Na+]. (2) Given the product [OH:2][C:3]1[CH:12]=[C:11]2[C:6]([C@H:7]([C:23]3[CH:28]=[CH:27][C:26]([O:29][CH2:30][CH2:31][N:32]4[CH2:33][CH2:34][CH2:35][CH2:36]4)=[CH:25][CH:24]=3)[C@H:8]([C:13]3[CH:14]=[CH:15][C:16]([C:19]([F:20])([F:21])[F:22])=[CH:17][CH:18]=3)[CH2:9][O:10]2)=[CH:5][CH:4]=1, predict the reactants needed to synthesize it. The reactants are: C[O:2][C:3]1[CH:12]=[C:11]2[C:6]([C@H:7]([C:23]3[CH:28]=[CH:27][C:26]([O:29][CH2:30][CH2:31][N:32]4[CH2:36][CH2:35][CH2:34][CH2:33]4)=[CH:25][CH:24]=3)[C@H:8]([C:13]3[CH:18]=[CH:17][C:16]([C:19]([F:22])([F:21])[F:20])=[CH:15][CH:14]=3)[CH2:9][O:10]2)=[CH:5][CH:4]=1.Cl.N1C=CC=CC=1.[OH-].[Na+].Cl. (3) Given the product [Cl:1][C:2]1[C:7]([C:8]2[CH:16]=[CH:15][C:14]3[N:13]=[CH:22][N:23]([CH3:24])[C:10]=3[CH:9]=2)=[CH:6][CH:5]=[CH:4][N:3]=1.[Cl:28][C:29]1[C:34]([C:18]2[CH:19]=[CH:20][C:21]3[N:25]=[CH:24][NH:23][C:22]=3[CH:27]=2)=[CH:33][CH:32]=[CH:31][N:30]=1, predict the reactants needed to synthesize it. The reactants are: [Cl:1][C:2]1[C:7]([C:8]2[CH:9]=[C:10]3[C:14](=[CH:15][CH:16]=2)[NH:13]N=C3)=[CH:6][CH:5]=[CH:4][N:3]=1.Br[C:18]1[CH:19]=[CH:20][C:21]2[N:25]=[CH:24][N:23](C)[C:22]=2[CH:27]=1.[Cl:28][C:29]1[C:34](B2OC(C)(C)C(C)(C)O2)=[CH:33][CH:32]=[CH:31][N:30]=1.C([O-])([O-])=O.[Na+].[Na+]. (4) Given the product [CH3:1][O:2][C:3]([C@@H:5]([N:13]1[CH2:18][C:17]2[CH:19]=[CH:20][S:21][C:16]=2[CH2:15][CH2:14]1)[C:6]1[CH:7]=[CH:8][CH:9]=[CH:10][C:11]=1[Cl:12])=[O:4].[S:23](=[O:24])(=[O:22])([OH:26])[OH:25], predict the reactants needed to synthesize it. The reactants are: [CH3:1][O:2][C:3]([C@@H:5]([N:13]1[CH2:18][C:17]2[CH:19]=[CH:20][S:21][C:16]=2[CH2:15][CH2:14]1)[C:6]1[C:11]([Cl:12])=[CH:10][CH:9]=[CH:8][CH:7]=1)=[O:4].[OH:22][S:23]([OH:26])(=[O:25])=[O:24]. (5) Given the product [C:15]([O:18][C:11](=[O:13])[NH:10][C@H:8]([C:5]1[CH:4]=[CH:3][C:2]([F:1])=[CH:7][N:6]=1)[CH3:9])([CH3:17])([CH3:16])[CH3:14], predict the reactants needed to synthesize it. The reactants are: [F:1][C:2]1[CH:3]=[CH:4][C:5]([C@@H:8]([NH:10][C:11](=[O:13])C)[CH3:9])=[N:6][CH:7]=1.[CH3:14][C:15]([O:18]C(OC([O:18][C:15]([CH3:17])([CH3:16])[CH3:14])=O)=O)([CH3:17])[CH3:16].O.[OH-].[Li+].O. (6) Given the product [F:29][C:26]1[CH:27]=[CH:28][C:23]([C:21]2[N:9]=[C:10]3[CH:15]=[CH:14][C:13]([N+:16]([O-:18])=[O:17])=[CH:12][N:11]3[CH:20]=2)=[CH:24][CH:25]=1, predict the reactants needed to synthesize it. The reactants are: C1N2CCN(CC2)C1.[NH2:9][C:10]1[CH:15]=[CH:14][C:13]([N+:16]([O-:18])=[O:17])=[CH:12][N:11]=1.Br[CH2:20][C:21]([C:23]1[CH:28]=[CH:27][C:26]([F:29])=[CH:25][CH:24]=1)=O.